Dataset: HIV replication inhibition screening data with 41,000+ compounds from the AIDS Antiviral Screen. Task: Binary Classification. Given a drug SMILES string, predict its activity (active/inactive) in a high-throughput screening assay against a specified biological target. (1) The drug is C1CCC(NC2CCCCC2)CC1.CSCCC(NP(=S)(c1ccccc1)c1ccccc1)C(=O)O. The result is 0 (inactive). (2) The drug is C=CCOc1ccc(C2(O)c3ccccc3C3=NCCCN32)cc1. The result is 0 (inactive). (3) The molecule is COc1cccc(C2c3cc4c(cc3OC(NCCO)C2C)OCO4)c1OC. The result is 0 (inactive).